From a dataset of Full USPTO retrosynthesis dataset with 1.9M reactions from patents (1976-2016). Predict the reactants needed to synthesize the given product. (1) Given the product [CH3:1][O:2][C:3]1[CH:8]=[CH:7][C:6]([NH:9][S:19]([CH2:18][C:16]#[N:17])(=[O:21])=[O:20])=[CH:5][CH:4]=1, predict the reactants needed to synthesize it. The reactants are: [CH3:1][O:2][C:3]1[CH:8]=[CH:7][C:6]([NH2:9])=[CH:5][CH:4]=1.N1C=CC=CC=1.[C:16]([CH2:18][S:19](Cl)(=[O:21])=[O:20])#[N:17].[OH-].[Na+]. (2) Given the product [CH:2]1([CH2:1][Si:14]([CH3:16])([CH3:15])[CH3:8])[CH2:7][CH2:6][CH2:5][CH2:4][CH2:3]1, predict the reactants needed to synthesize it. The reactants are: [CH2:1]=[C:2]1[CH2:7][CH2:6][CH2:5][CH2:4][CH2:3]1.[CH:8]1([Si:14](C)([CH3:16])[CH3:15])C=CCC=C1. (3) Given the product [N:17]([CH2:16][CH2:15][N:5]1[CH:6]=[CH:7][CH:8]=[C:3]([O:2][CH3:1])[C:4]1=[O:9])=[N+:18]=[N-:19], predict the reactants needed to synthesize it. The reactants are: [CH3:1][O:2][C:3]1[C:4](=[O:9])[NH:5][CH:6]=[CH:7][CH:8]=1.CS(O[CH2:15][CH2:16][N:17]=[N+:18]=[N-:19])(=O)=O.C([O-])([O-])=O.[K+].[K+]. (4) Given the product [CH2:1]([O:8][CH2:9][N:10]1[C:18]2[C:17]([O:19][CH3:20])=[N:16][CH:15]=[N:14][C:13]=2[C:12]([CH2:21][NH:22][C@H:23]([CH2:24][OH:25])[C@@H:29]([OH:35])[CH2:30][OH:31])=[CH:11]1)[C:2]1[CH:3]=[CH:4][CH:5]=[CH:6][CH:7]=1, predict the reactants needed to synthesize it. The reactants are: [CH2:1]([O:8][CH2:9][N:10]1[C:18]2[C:17]([O:19][CH3:20])=[N:16][CH:15]=[N:14][C:13]=2[C:12]([CH2:21][NH:22][C@@H:23]([C@@H:29]([OH:35])[C:30](OCC)=[O:31])[C:24](OCC)=[O:25])=[CH:11]1)[C:2]1[CH:7]=[CH:6][CH:5]=[CH:4][CH:3]=1.CO.[BH4-].[Li+].C1C=C2C(C(O)(O)C(=O)C2=CC=1)=O.